This data is from Full USPTO retrosynthesis dataset with 1.9M reactions from patents (1976-2016). The task is: Predict the reactants needed to synthesize the given product. Given the product [F:39][C:40]([F:46])([F:45])[CH2:41][C:42]([N:12]1[CH2:17][CH2:16][CH2:15][CH:14]([NH:18][C:19]([NH:21][C:22]2[N:23]=[C:24]3[CH:30]=[CH:29][N:28]([CH2:31][O:32][CH2:33][CH2:34][Si:35]([CH3:38])([CH3:37])[CH3:36])[C:25]3=[N:26][CH:27]=2)=[O:20])[CH2:13]1)=[O:43], predict the reactants needed to synthesize it. The reactants are: CCN(C(C)C)C(C)C.Cl.Cl.[NH:12]1[CH2:17][CH2:16][CH2:15][CH:14]([NH:18][C:19]([NH:21][C:22]2[N:23]=[C:24]3[CH:30]=[CH:29][N:28]([CH2:31][O:32][CH2:33][CH2:34][Si:35]([CH3:38])([CH3:37])[CH3:36])[C:25]3=[N:26][CH:27]=2)=[O:20])[CH2:13]1.[F:39][C:40]([F:46])([F:45])[CH2:41][C:42](O)=[O:43].CCN=C=NCCCN(C)C.C1C=C2N=NN(O)C2=CC=1.O.